Dataset: Forward reaction prediction with 1.9M reactions from USPTO patents (1976-2016). Task: Predict the product of the given reaction. (1) Given the reactants C(N(CC)CC)C.ClC(OCC)=O.[OH:14][CH:15]([C:21]1[CH:26]=[CH:25][C:24]([N:27]2[C:31](=[O:32])[CH2:30][CH2:29][C@@H:28]2[CH2:33][CH2:34][CH2:35][C:36]2[S:40][C:39]([C:41]([OH:43])=[O:42])=[CH:38][CH:37]=2)=[CH:23][CH:22]=1)[CH2:16][CH2:17][CH2:18][CH2:19][CH3:20].O[CH2:45][CH2:46][N:47]1[CH2:52][CH2:51][O:50][CH2:49][CH2:48]1, predict the reaction product. The product is: [N:47]1([CH2:46][CH2:45][O:42][C:41]([C:39]2[S:40][C:36]([CH2:35][CH2:34][CH2:33][C@H:28]3[CH2:29][CH2:30][C:31](=[O:32])[N:27]3[C:24]3[CH:23]=[CH:22][C:21]([CH:15]([OH:14])[CH2:16][CH2:17][CH2:18][CH2:19][CH3:20])=[CH:26][CH:25]=3)=[CH:37][CH:38]=2)=[O:43])[CH2:52][CH2:51][O:50][CH2:49][CH2:48]1. (2) Given the reactants [OH:1]N1C(=O)CCC1=O.[CH:9]1([N:15]=[C:16]=[N:17][CH:18]2[CH2:23][CH2:22][CH2:21][CH2:20][CH2:19]2)[CH2:14][CH2:13][CH2:12][CH2:11][CH2:10]1.CN(C1C=CC=CN=1)C, predict the reaction product. The product is: [C:16]([NH:15][CH:9]1[CH2:10][CH2:11][CH2:12][CH2:13][CH2:14]1)([NH:17][CH:18]1[CH2:23][CH2:22][CH2:21][CH2:20][CH2:19]1)=[O:1]. (3) Given the reactants [CH:1]([C:4]1[N:8]=[C:7]([N:9]2[CH2:14][CH2:13][CH:12]([C@H:15]3[CH2:17][C@H:16]3[CH2:18][CH2:19][O:20][C:21]3[CH:26]=[CH:25][C:24]([N+:27]([O-])=O)=[CH:23][CH:22]=3)[CH2:11][CH2:10]2)[O:6][N:5]=1)([CH3:3])[CH3:2].O.O.[Sn](Cl)Cl.C(OCC)(=O)C, predict the reaction product. The product is: [CH:1]([C:4]1[N:8]=[C:7]([N:9]2[CH2:14][CH2:13][CH:12]([C@H:15]3[CH2:17][C@H:16]3[CH2:18][CH2:19][O:20][C:21]3[CH:26]=[CH:25][C:24]([NH2:27])=[CH:23][CH:22]=3)[CH2:11][CH2:10]2)[O:6][N:5]=1)([CH3:3])[CH3:2]. (4) Given the reactants Cl.[CH3:2][NH2:3].[Cl:4][C:5]1[CH:6]=[C:7]([NH:12][C:13]2[C:18]([F:19])=[CH:17][N:16]=[C:15]([NH:20][C:21]3[CH:22]=[CH:23][C:24]4[O:28][CH:27]([C:29]([O:31]C)=O)[CH2:26][C:25]=4[CH:33]=3)[N:14]=2)[CH:8]=[CH:9][C:10]=1[Cl:11], predict the reaction product. The product is: [Cl:4][C:5]1[CH:6]=[C:7]([NH:12][C:13]2[C:18]([F:19])=[CH:17][N:16]=[C:15]([NH:20][C:21]3[CH:22]=[CH:23][C:24]4[O:28][CH:27]([C:29]([NH:3][CH3:2])=[O:31])[CH2:26][C:25]=4[CH:33]=3)[N:14]=2)[CH:8]=[CH:9][C:10]=1[Cl:11].